This data is from Reaction yield outcomes from USPTO patents with 853,638 reactions. The task is: Predict the reaction yield, written as a fraction of the theoretical maximum amount of product (1.0 means a 100% yield; for example, 0.34 means a 34% yield). (1) The reactants are [Cl:1][C:2]1[C:3]([O:12][C:13]2[CH:18]=[C:17]([O:19][CH:20]([CH3:22])[CH3:21])[CH:16]=[CH:15][C:14]=2/[CH:23]=[C:24](\[CH3:28])/[C:25](O)=[O:26])=[N:4][CH:5]=[C:6]([C:8]([F:11])([F:10])[F:9])[CH:7]=1.Cl.C(N=C=NCCCN(C)C)C.[CH3:41][O:42][CH2:43][CH2:44][CH2:45][NH:46][S:47]([NH2:50])(=[O:49])=[O:48].Cl. The catalyst is C(#N)C.CN(C)C1C=CN=CC=1.C(OCC)(=O)C. The product is [Cl:1][C:2]1[C:3]([O:12][C:13]2[CH:18]=[C:17]([O:19][CH:20]([CH3:22])[CH3:21])[CH:16]=[CH:15][C:14]=2/[CH:23]=[C:24](\[CH3:28])/[C:25]([NH:50][S:47]([NH:46][CH2:45][CH2:44][CH2:43][O:42][CH3:41])(=[O:49])=[O:48])=[O:26])=[N:4][CH:5]=[C:6]([C:8]([F:11])([F:9])[F:10])[CH:7]=1. The yield is 0.270. (2) The reactants are Br[C:2]1[C:3]([CH3:20])=[C:4]2[C:9](=[CH:10][CH:11]=1)[N:8]=[C:7]([C:12]1[CH:13]=[N:14][CH:15]=[CH:16][CH:17]=1)[N:6]=[C:5]2[NH:18][CH3:19].[F:21][C:22]1[CH:27]=[C:26]([F:28])[CH:25]=[CH:24][C:23]=1B(O)O.[O-]P([O-])([O-])=O.[K+].[K+].[K+].[ClH:40]. The catalyst is O1CCOCC1.O.C(O)C.C1C=CC(P(C2C=CC=CC=2)[C-]2C=CC=C2)=CC=1.C1C=CC(P(C2C=CC=CC=2)[C-]2C=CC=C2)=CC=1.Cl[Pd]Cl.[Fe+2].C(Cl)Cl. The product is [ClH:40].[ClH:40].[F:21][C:22]1[CH:27]=[C:26]([F:28])[CH:25]=[CH:24][C:23]=1[C:2]1[C:3]([CH3:20])=[C:4]2[C:9](=[CH:10][CH:11]=1)[N:8]=[C:7]([C:12]1[CH:13]=[N:14][CH:15]=[CH:16][CH:17]=1)[N:6]=[C:5]2[NH:18][CH3:19]. The yield is 0.300. (3) The reactants are F[C:2]1[CH:7]=[CH:6][CH:5]=[C:4]([F:8])[C:3]=1[N+:9]([O-:11])=[O:10].[Cl:12][C:13]1[CH:20]=[CH:19][CH:18]=[CH:17][C:14]=1[CH2:15][NH2:16].CCN(C(C)C)C(C)C.O. The catalyst is C(#N)C. The product is [Cl:12][C:13]1[CH:20]=[CH:19][CH:18]=[CH:17][C:14]=1[CH2:15][NH:16][C:2]1[CH:7]=[CH:6][CH:5]=[C:4]([F:8])[C:3]=1[N+:9]([O-:11])=[O:10]. The yield is 0.430. (4) The reactants are [Br:1][C:2]1[C:7]([F:8])=[CH:6][C:5]([F:9])=[CH:4][C:3]=1[F:10].OS(O)(=O)=O.[N+:16]([O-])([OH:18])=[O:17]. No catalyst specified. The product is [Br:1][C:2]1[C:7]([F:8])=[CH:6][C:5]([F:9])=[C:4]([N+:16]([O-:18])=[O:17])[C:3]=1[F:10]. The yield is 0.990. (5) The reactants are C(OC(=O)[NH:7][C@H:8]1[CH2:13][CH2:12][C@@H:11]([NH:14][C:15]2[CH:20]=[C:19]([N:21]([CH3:23])[CH3:22])[N:18]=[C:17]([CH3:24])[N:16]=2)[CH2:10][CH2:9]1)(C)(C)C.C(O)(C(F)(F)F)=O. The catalyst is C(Cl)Cl. The product is [NH2:7][C@@H:8]1[CH2:9][CH2:10][C@H:11]([NH:14][C:15]2[CH:20]=[C:19]([N:21]([CH3:23])[CH3:22])[N:18]=[C:17]([CH3:24])[N:16]=2)[CH2:12][CH2:13]1. The yield is 0.990.